This data is from Reaction yield outcomes from USPTO patents with 853,638 reactions. The task is: Predict the reaction yield, written as a fraction of the theoretical maximum amount of product (1.0 means a 100% yield; for example, 0.34 means a 34% yield). (1) The reactants are [F:1][CH:2]([F:18])[C:3]([NH:5][NH:6][C:7]1[C:12]([O:13][CH3:14])=[CH:11][C:10]([N+:15]([O-:17])=[O:16])=[CH:9][N:8]=1)=O.CCN(C(C)C)C(C)C.O=P(Cl)(Cl)Cl.O. The catalyst is C(#N)C. The product is [F:1][CH:2]([F:18])[C:3]1[N:8]2[CH:9]=[C:10]([N+:15]([O-:17])=[O:16])[CH:11]=[C:12]([O:13][CH3:14])[C:7]2=[N:6][N:5]=1. The yield is 0.690. (2) The reactants are [F:1][C:2]1[CH:10]=[C:9]2[C:5]([C:6]([C:20]3[CH:21]=[CH:22][C:23]([NH:26][C:27](=[O:33])[O:28][C:29]([CH3:32])([CH3:31])[CH3:30])=[N:24][CH:25]=3)=[CH:7][N:8]2[S:11]([C:14]2[CH:19]=[CH:18][CH:17]=[CH:16][CH:15]=2)(=[O:13])=[O:12])=[CH:4][CH:3]=1.[H-].[Na+].Br[CH2:37][C:38]([O:40][CH2:41][CH3:42])=[O:39].O. The catalyst is CN(C=O)C. The product is [C:29]([O:28][C:27]([N:26]([C:23]1[CH:22]=[CH:21][C:20]([C:6]2[C:5]3[C:9](=[CH:10][C:2]([F:1])=[CH:3][CH:4]=3)[N:8]([S:11]([C:14]3[CH:15]=[CH:16][CH:17]=[CH:18][CH:19]=3)(=[O:13])=[O:12])[CH:7]=2)=[CH:25][N:24]=1)[CH2:37][C:38]([O:40][CH2:41][CH3:42])=[O:39])=[O:33])([CH3:30])([CH3:32])[CH3:31]. The yield is 1.00. (3) The reactants are [CH3:1][C:2]([CH3:22])([CH3:21])[CH2:3][CH2:4][C@@H:5]1[CH2:10][C@@H:9]([C:11]2[O:15][NH:14][C:13](=[O:16])[CH:12]=2)[CH2:8][CH2:7][N:6]1C(OC)=O. The catalyst is Br. The product is [CH3:1][C:2]([CH3:22])([CH3:21])[CH2:3][CH2:4][C@@H:5]1[CH2:10][C@@H:9]([C:11]2[O:15][NH:14][C:13](=[O:16])[CH:12]=2)[CH2:8][CH2:7][NH:6]1. The yield is 0.790. (4) The reactants are [CH3:1][O:2][C:3]1[CH:4]=[N:5][CH:6]=[CH:7][CH:8]=1.[OH:9]O. The catalyst is C(O)(=O)C. The product is [CH3:1][O:2][C:3]1[CH:4]=[N+:5]([O-:9])[CH:6]=[CH:7][CH:8]=1. The yield is 1.00. (5) The reactants are S(Cl)(Cl)=O.[N+:5]([C:8]1[C:9]([C:13]([OH:15])=[O:14])=[N:10][NH:11][CH:12]=1)([O-:7])=[O:6].[CH3:16][CH2:17]O. No catalyst specified. The product is [CH2:16]([O:14][C:13]([C:9]1[C:8]([N+:5]([O-:7])=[O:6])=[CH:12][NH:11][N:10]=1)=[O:15])[CH3:17]. The yield is 0.960. (6) The reactants are [C:1]([O:5][C:6](=[O:20])[NH:7][CH2:8][CH:9]([S:12][CH2:13][C:14]1[CH:19]=[CH:18][CH:17]=[CH:16][CH:15]=1)[CH:10]=O)([CH3:4])([CH3:3])[CH3:2].[NH:21]1[CH2:26][CH2:25][S:24][CH2:23][CH2:22]1.C(O[BH-](OC(=O)C)OC(=O)C)(=O)C.[Na+].C(=O)([O-])O.[Na+]. The catalyst is O1CCCC1. The product is [C:1]([O:5][C:6](=[O:20])[NH:7][CH2:8][CH:9]([S:12][CH2:13][C:14]1[CH:19]=[CH:18][CH:17]=[CH:16][CH:15]=1)[CH2:10][N:21]1[CH2:26][CH2:25][S:24][CH2:23][CH2:22]1)([CH3:4])([CH3:3])[CH3:2]. The yield is 0.910. (7) The reactants are Cl[C:2]1[CH:16]=[CH:15][C:5]2[C:6](=[O:14])[NH:7][C:8]3[C:13]([C:4]=2[CH:3]=1)=[CH:12][CH:11]=[CH:10][N:9]=3.COC1C=CC=CC=1[NH2:21].[CH:26]1(P([CH:26]2[CH2:31][CH2:30][CH2:29][CH2:28][CH2:27]2)C2C=CC=CC=2C2C(C(C)C)=CC(C(C)C)=CC=2C(C)C)[CH2:31][CH2:30][CH2:29][CH2:28][CH2:27]1.C[C:61](C)([O-:63])C.[Na+]. The catalyst is O1CCOCC1.C([O-])(=O)C.[Pd+2].C([O-])(=O)C. The product is [CH3:61][O:63][C:26]1[CH:31]=[CH:30][C:29]([NH:21][C:2]2[CH:16]=[CH:15][C:5]3[C:6](=[O:14])[NH:7][C:8]4[C:13]([C:4]=3[CH:3]=2)=[CH:12][CH:11]=[CH:10][N:9]=4)=[CH:28][CH:27]=1. The yield is 0.460. (8) The reactants are C(O)(=O)C.[NH2:5][C:6]1[CH:11]=[CH:10][CH:9]=[CH:8][C:7]=1[NH:12][C:13]1[CH:27]=[CH:26][C:16]([CH2:17][NH:18][C:19](=[O:25])[O:20][C:21]([CH3:24])([CH3:23])[CH3:22])=[CH:15][CH:14]=1.[Br:28][C:29]1[CH:36]=[CH:35][C:32]([CH:33]=O)=[CH:31][CH:30]=1.C([BH3-])#N.[Na+]. The catalyst is O.CO. The product is [Br:28][C:29]1[CH:36]=[CH:35][C:32]([CH2:33][NH:5][C:6]2[CH:11]=[CH:10][CH:9]=[CH:8][C:7]=2[NH:12][C:13]2[CH:27]=[CH:26][C:16]([CH2:17][NH:18][C:19](=[O:25])[O:20][C:21]([CH3:22])([CH3:23])[CH3:24])=[CH:15][CH:14]=2)=[CH:31][CH:30]=1. The yield is 0.970.